Dataset: Reaction yield outcomes from USPTO patents with 853,638 reactions. Task: Predict the reaction yield, written as a fraction of the theoretical maximum amount of product (1.0 means a 100% yield; for example, 0.34 means a 34% yield). (1) The reactants are [CH3:1][O:2][CH2:3][CH2:4][O:5][C:6]1[CH:7]=[C:8]2[C:13](=[CH:14][C:15]=1[O:16][CH2:17][CH2:18][O:19][CH3:20])[N:12]=[CH:11][NH:10][C:9]2=O.O=P(Cl)(Cl)[Cl:24]. The catalyst is C1(C)C=CC=CC=1. The product is [Cl:24][C:9]1[C:8]2[C:13](=[CH:14][C:15]([O:16][CH2:17][CH2:18][O:19][CH3:20])=[C:6]([O:5][CH2:4][CH2:3][O:2][CH3:1])[CH:7]=2)[N:12]=[CH:11][N:10]=1. The yield is 0.910. (2) The reactants are [Li+].C[Si]([N-:6][Si](C)(C)C)(C)C.C(Cl)(Cl)Cl.P(C(C)(C)C)(C(C)(C)C)C(C)(C)C.Br[C:29]1[CH:34]=[CH:33][C:32]([CH:35]([N:37]2[CH2:41][CH2:40][CH2:39][CH2:38]2)[CH3:36])=[CH:31][CH:30]=1. The catalyst is C1(C)C=CC=CC=1. The product is [N:37]1([CH:35]([C:32]2[CH:33]=[CH:34][C:29]([NH2:6])=[CH:30][CH:31]=2)[CH3:36])[CH2:41][CH2:40][CH2:39][CH2:38]1. The yield is 0.240. (3) The reactants are C(OC([NH:8][CH:9]([C:35]1[CH:40]=[CH:39][CH:38]=[CH:37][CH:36]=1)[C:10]([O:12][C:13]1[CH:14]=[N:15][C:16](/[CH:19]=[C:20]2\[NH:21][C:22](=[O:34])/[C:23](=[CH:27]/[C:28]3[CH:33]=[CH:32][CH:31]=[CH:30][CH:29]=3)/[NH:24][C:25]\2=[O:26])=[CH:17][CH:18]=1)=[O:11])=O)(C)(C)C.[F:41][C:42]([F:47])([F:46])[C:43]([OH:45])=[O:44]. The catalyst is ClCCl. The product is [F:41][C:42]([F:47])([F:46])[C:43]([O-:45])=[O:44].[CH:27](=[C:23]1/[NH:24][C:25](=[O:26])/[C:20](=[CH:19]/[C:16]2[N:15]=[CH:14][C:13]([O:12][C:10](=[O:11])[CH:9]([C:35]3[CH:40]=[CH:39][CH:38]=[CH:37][CH:36]=3)[NH3+:8])=[CH:18][CH:17]=2)/[NH:21][C:22]/1=[O:34])/[C:28]1[CH:33]=[CH:32][CH:31]=[CH:30][CH:29]=1. The yield is 0.710. (4) The reactants are [NH:1](C(OC(C)(C)C)=O)[CH2:2][C:3]([NH:5][CH2:6][C:7]([NH:9][CH2:10][C:11]([NH:13][CH2:14][C:15]([NH:17][C@H:18]([C:23]([OH:25])=[O:24])[CH2:19][CH:20]([CH3:22])[CH3:21])=[O:16])=[O:12])=[O:8])=[O:4].[CH3:33][N:34]1[C@@H:51]2[CH2:52][C:39]3[CH:40]=[CH:41][C:42]([O:53][CH3:54])=[C:43]4[O:44][C@H:45]5[C:46]([CH2:48][CH2:49][C@@H:50]2[C@:37]5([C:38]=34)[CH2:36][CH2:35]1)=[O:47].Cl. The catalyst is O1CCOCC1. The product is [NH2:1][CH2:2][C:3]([NH:5][CH2:6][C:7]([NH:9][CH2:10][C:11]([NH:13][CH2:14][C:15]([NH:17][C@H:18]([C:23]([OH:25])=[O:24])[CH2:19][CH:20]([CH3:22])[CH3:21])=[O:16])=[O:12])=[O:8])=[O:4].[CH3:33][N:34]1[C@@H:51]2[CH2:52][C:39]3[CH:40]=[CH:41][C:42]([O:53][CH3:54])=[C:43]4[O:44][C@H:45]5[C:46]([CH2:48][CH2:49][C@@H:50]2[C@:37]5([C:38]=34)[CH2:36][CH2:35]1)=[O:47]. The yield is 0.970. (5) The reactants are Cl[C:2]1[C:3]2[CH2:11][CH2:10][N:9]([C:12]([O:14][C:15]([CH3:18])([CH3:17])[CH3:16])=[O:13])[CH2:8][C:4]=2[N:5]=[CH:6][N:7]=1.[NH:19]1[CH:23]=[N:22][CH:21]=[N:20]1.CCN(C(C)C)C(C)C. The catalyst is C(#N)C. The product is [N:19]1([C:2]2[C:3]3[CH2:11][CH2:10][N:9]([C:12]([O:14][C:15]([CH3:18])([CH3:17])[CH3:16])=[O:13])[CH2:8][C:4]=3[N:5]=[CH:6][N:7]=2)[CH:23]=[N:22][CH:21]=[N:20]1. The yield is 0.500. (6) The catalyst is O1CCCC1. The product is [OH:3][CH2:4][C@H:6]1[O:7][C:8]2([CH2:19][CH2:18][CH2:17][CH2:16]2)[O:9][C@@H:10]1[CH2:11][OH:12]. The reactants are C([O:3][C:4]([C@H:6]1[C@H:10]([C:11](OCC)=[O:12])[O:9][C:8]2([CH2:19][CH2:18][CH2:17][CH2:16]2)[O:7]1)=O)C.[H-].[H-].[H-].[H-].[Li+].[Al+3].C(C(C(C([O-])=O)O)O)([O-])=O.[Na+].[K+].[H-]. The yield is 0.990. (7) The reactants are [F:1][C:2]([F:17])([F:16])[C:3]1[N:8]=[N:7][C:6]([C:9]2[CH:14]=[CH:13][NH:12][C:11](=[O:15])[CH:10]=2)=[CH:5][CH:4]=1.Br[C:19]1[CH:20]=[CH:21][C:22]2[C:23]3[CH2:42][CH2:41][N:40]([C:43]([O:45][C:46]([CH3:49])([CH3:48])[CH3:47])=[O:44])[CH2:39][CH2:38][C:24]=3[N:25]([S:28]([C:31]3[CH:37]=[CH:36][C:34]([CH3:35])=[CH:33][CH:32]=3)(=[O:30])=[O:29])[C:26]=2[CH:27]=1.OC1C=CC=C2C=1N=CC=C2.C([O-])([O-])=O.[Cs+].[Cs+]. The catalyst is CS(C)=O.[Cu]I. The product is [O:15]=[C:11]1[CH:10]=[C:9]([C:6]2[N:7]=[N:8][C:3]([C:2]([F:1])([F:16])[F:17])=[CH:4][CH:5]=2)[CH:14]=[CH:13][N:12]1[C:19]1[CH:20]=[CH:21][C:22]2[C:23]3[CH2:42][CH2:41][N:40]([C:43]([O:45][C:46]([CH3:49])([CH3:48])[CH3:47])=[O:44])[CH2:39][CH2:38][C:24]=3[N:25]([S:28]([C:31]3[CH:32]=[CH:33][C:34]([CH3:35])=[CH:36][CH:37]=3)(=[O:30])=[O:29])[C:26]=2[CH:27]=1. The yield is 0.440. (8) The reactants are Cl[C:2]1[C:7]([CH2:8][C:9]([O:11][CH2:12][CH3:13])=[O:10])=[CH:6][N:5]=[CH:4][N:3]=1.C(N(CC)CC)C.C1(P(C2C=CC=CC=2)C2C=CC=CC=2)C=CC=CC=1.[CH2:40]([Si:42]([C:47]#[CH:48])([CH2:45][CH3:46])[CH2:43][CH3:44])[CH3:41]. The catalyst is CN(C=O)C.Cl[Pd](Cl)([P](C1C=CC=CC=1)(C1C=CC=CC=1)C1C=CC=CC=1)[P](C1C=CC=CC=1)(C1C=CC=CC=1)C1C=CC=CC=1. The product is [CH2:43]([Si:42]([C:40]#[C:41][C:2]1[C:7]([CH2:8][C:9]([O:11][CH2:12][CH3:13])=[O:10])=[CH:6][N:5]=[CH:4][N:3]=1)([CH2:47][CH3:48])[CH2:45][CH3:46])[CH3:44]. The yield is 0.940. (9) The reactants are [CH3:1][O:2][C:3]1[CH:8]=[CH:7][C:6]([NH:9][C:10]2[N:21]=[CH:20][CH:19]=[CH:18][C:11]=2[C:12]([NH:14][CH2:15][C:16]#[CH:17])=[O:13])=[CH:5][CH:4]=1.[N:22]([CH2:25][C:26]1[CH:31]=[C:30]([O:32][CH3:33])[CH:29]=[C:28]([O:34][CH3:35])[CH:27]=1)=[N+:23]=[N-:24].O.O=C1O[C@H]([C@H](CO)O)C([O-])=C1O.[Na+]. The catalyst is S([O-])([O-])(=O)=O.[Cu+2].C(O)(C)(C)C. The product is [CH3:33][O:32][C:30]1[CH:31]=[C:26]([CH:27]=[C:28]([O:34][CH3:35])[CH:29]=1)[CH2:25][N:22]1[CH:17]=[C:16]([CH2:15][NH:14][C:12](=[O:13])[C:11]2[CH:18]=[CH:19][CH:20]=[N:21][C:10]=2[NH:9][C:6]2[CH:7]=[CH:8][C:3]([O:2][CH3:1])=[CH:4][CH:5]=2)[N:24]=[N:23]1. The yield is 0.780.